This data is from Full USPTO retrosynthesis dataset with 1.9M reactions from patents (1976-2016). The task is: Predict the reactants needed to synthesize the given product. The reactants are: [CH3:1][O:2][C:3]1[CH:4]=[C:5]([C:15]([CH3:20])([CH3:19])[C:16]([OH:18])=O)[CH:6]=[CH:7][C:8]=1[C:9]1[C:13]([CH3:14])=[CH:12][S:11][CH:10]=1.C1C=CC2N(O)N=NC=2C=1.C(Cl)CCl.[CH2:35]([NH2:39])[CH:36]([CH3:38])[CH3:37]. Given the product [CH2:35]([NH:39][C:16](=[O:18])[C:15]([C:5]1[CH:6]=[CH:7][C:8]([C:9]2[C:13]([CH3:14])=[CH:12][S:11][CH:10]=2)=[C:3]([O:2][CH3:1])[CH:4]=1)([CH3:20])[CH3:19])[CH:36]([CH3:38])[CH3:37], predict the reactants needed to synthesize it.